This data is from Forward reaction prediction with 1.9M reactions from USPTO patents (1976-2016). The task is: Predict the product of the given reaction. (1) Given the reactants [C:1]([O:5][C:6](=[O:20])[NH:7][C:8]1[CH:13]=[C:12]([CH3:14])[C:11]([C:15]([F:18])([F:17])[F:16])=[CH:10][C:9]=1[NH2:19])([CH3:4])([CH3:3])[CH3:2].C([O:25][C:26](=O)[CH2:27][C:28](=[O:46])[C:29]1[CH:34]=[CH:33][CH:32]=[C:31]([C:35]2[CH:40]=[CH:39][N:38]=[C:37]([N:41]3[CH2:45][CH2:44][CH2:43][CH2:42]3)[CH:36]=2)[CH:30]=1)(C)(C)C, predict the reaction product. The product is: [C:1]([O:5][C:6](=[O:20])[NH:7][C:8]1[CH:13]=[C:12]([CH3:14])[C:11]([C:15]([F:18])([F:17])[F:16])=[CH:10][C:9]=1[NH:19][C:26](=[O:25])[CH2:27][C:28](=[O:46])[C:29]1[CH:34]=[CH:33][CH:32]=[C:31]([C:35]2[CH:40]=[CH:39][N:38]=[C:37]([N:41]3[CH2:42][CH2:43][CH2:44][CH2:45]3)[CH:36]=2)[CH:30]=1)([CH3:4])([CH3:2])[CH3:3]. (2) Given the reactants [F:1][C:2]1[CH:7]=[CH:6][C:5]([C:8]2[O:9][C:10]3[CH:20]=[CH:19][C:18]([C:21]4[CH:22]=[CH:23][C:24]([O:30][CH3:31])=[C:25]([CH:29]=4)[C:26](O)=[O:27])=[CH:17][C:11]=3[C:12]=2[C:13](=[O:16])[NH:14][CH3:15])=[CH:4][CH:3]=1.C(N(C(C)C)C(C)C)C.[C:41]([NH2:50])([C:44]1[CH:49]=[CH:48][CH:47]=[CH:46][CH:45]=1)([CH3:43])[CH3:42].CN(C(ON1N=NC2C=CC=CC1=2)=[N+](C)C)C.[B-](F)(F)(F)F, predict the reaction product. The product is: [F:1][C:2]1[CH:3]=[CH:4][C:5]([C:8]2[O:9][C:10]3[CH:20]=[CH:19][C:18]([C:21]4[CH:22]=[CH:23][C:24]([O:30][CH3:31])=[C:25]([C:26](=[O:27])[NH:50][C:41]([C:44]5[CH:49]=[CH:48][CH:47]=[CH:46][CH:45]=5)([CH3:43])[CH3:42])[CH:29]=4)=[CH:17][C:11]=3[C:12]=2[C:13]([NH:14][CH3:15])=[O:16])=[CH:6][CH:7]=1. (3) Given the reactants CC(C)([O-])C.[K+].[C:7]([O:11][C:12](=[O:28])[CH:13]([CH2:21][CH2:22][CH2:23][CH2:24][CH2:25][C:26]#[N:27])[C:14]([O:16][C:17]([CH3:20])([CH3:19])[CH3:18])=[O:15])([CH3:10])([CH3:9])[CH3:8].Cl[C:30]1[S:34][N:33]=[C:32]([CH3:35])[N:31]=1, predict the reaction product. The product is: [C:7]([O:11][C:12](=[O:28])[C:13]([CH2:21][CH2:22][CH2:23][CH2:24][CH2:25][C:26]#[N:27])([C:30]1[S:34][N:33]=[C:32]([CH3:35])[N:31]=1)[C:14]([O:16][C:17]([CH3:18])([CH3:19])[CH3:20])=[O:15])([CH3:9])([CH3:8])[CH3:10]. (4) Given the reactants [I:1]NC(=O)CCC(N)=O.Cl.[CH3:11][O:12][C:13]1[CH:14]=[C:15]([CH2:21][C@H:22]([NH2:27])[C:23]([O:25][CH3:26])=[O:24])[CH:16]=[CH:17][C:18]=1[O:19][CH3:20].FC(F)(F)C(O)=O, predict the reaction product. The product is: [I:1][C:16]1[CH:17]=[C:18]([O:19][CH3:20])[C:13]([O:12][CH3:11])=[CH:14][C:15]=1[CH2:21][C@H:22]([NH2:27])[C:23]([O:25][CH3:26])=[O:24]. (5) Given the reactants [CH:1]1([C:4]2[N:9]=[C:8]([C:10]([NH:12][C:13]3[C:18]([C:19]([O:21]C)=[O:20])=[C:17]([CH3:23])[C:16]([CH3:24])=[CH:15][CH:14]=3)=[O:11])[C:7]([NH:25][C:26]3[CH:27]=[N:28][CH:29]=[N:30][CH:31]=3)=[N:6][CH:5]=2)[CH2:3][CH2:2]1.[I-].[Li+], predict the reaction product. The product is: [CH:1]1([C:4]2[N:9]=[C:8]([C:10]([NH:12][C:13]3[C:18]([C:19]([OH:21])=[O:20])=[C:17]([CH3:23])[C:16]([CH3:24])=[CH:15][CH:14]=3)=[O:11])[C:7]([NH:25][C:26]3[CH:27]=[N:28][CH:29]=[N:30][CH:31]=3)=[N:6][CH:5]=2)[CH2:3][CH2:2]1. (6) Given the reactants [F:1][C:2]([F:7])([F:6])[C:3]([OH:5])=[O:4].[CH2:8]([S:10]([N:13]1[CH2:18][CH2:17][CH:16]([C:19]2[C:27]3[C:22](=[C:23]([C:40]([NH2:42])=[O:41])[CH:24]=[C:25]([C:28]4[CH:32]=[C:31]([CH2:33][N:34]([C@@H:36]([CH3:39])CO)[CH3:35])[S:30][CH:29]=4)[CH:26]=3)[NH:21][CH:20]=2)[CH2:15][CH2:14]1)(=[O:12])=[O:11])[CH3:9].N[C@H:44]([CH3:47])[CH2:45][OH:46], predict the reaction product. The product is: [F:1][C:2]([F:7])([F:6])[C:3]([OH:5])=[O:4].[CH2:8]([S:10]([N:13]1[CH2:14][CH2:15][CH:16]([C:19]2[C:27]3[C:22](=[C:23]([C:40]([NH2:42])=[O:41])[CH:24]=[C:25]([C:28]4[CH:32]=[C:31]([CH2:33][N:34]([CH3:35])[CH2:36][C@H:39]5[CH2:47][CH2:44][CH2:45][O:46]5)[S:30][CH:29]=4)[CH:26]=3)[NH:21][CH:20]=2)[CH2:17][CH2:18]1)(=[O:11])=[O:12])[CH3:9]. (7) Given the reactants Cl[CH:2]([C:31]1[C:32]([CH3:37])=[N:33][O:34][C:35]=1[CH3:36])[C:3]1[O:4][C:5]2[CH:11]=[CH:10][C:9]([CH2:12][C:13]([NH:15][CH:16]([C:23]3[CH:28]=[CH:27][C:26]([CH3:29])=[CH:25][C:24]=3[CH3:30])[C:17]3[CH:22]=[CH:21][CH:20]=[CH:19][CH:18]=3)=[O:14])=[CH:8][C:6]=2[CH:7]=1.Cl.[NH2:39][CH2:40][C:41]([NH2:43])=[O:42].ClCOC(C)C, predict the reaction product. The product is: [NH2:43][C:41](=[O:42])[CH2:40][NH:39][CH:2]([C:31]1[C:32]([CH3:37])=[N:33][O:34][C:35]=1[CH3:36])[C:3]1[O:4][C:5]2[CH:11]=[CH:10][C:9]([CH2:12][C:13]([NH:15][CH:16]([C:23]3[CH:28]=[CH:27][C:26]([CH3:29])=[CH:25][C:24]=3[CH3:30])[C:17]3[CH:22]=[CH:21][CH:20]=[CH:19][CH:18]=3)=[O:14])=[CH:8][C:6]=2[CH:7]=1. (8) Given the reactants [I:1][C:2]1[CH:24]=[CH:23][C:5]([O:6][C:7]2[CH:8]=[C:9]([CH:13]=[C:14]([S:16][C:17]3[N:18]([CH3:22])[CH:19]=[CH:20][N:21]=3)[CH:15]=2)[C:10]([OH:12])=[O:11])=[CH:4][CH:3]=1.[C:25]([O-])([O-])=O.[K+].[K+].IC.CN(C=O)C, predict the reaction product. The product is: [CH3:25][O:11][C:10](=[O:12])[C:9]1[CH:13]=[C:14]([S:16][C:17]2[N:18]([CH3:22])[CH:19]=[CH:20][N:21]=2)[CH:15]=[C:7]([O:6][C:5]2[CH:23]=[CH:24][C:2]([I:1])=[CH:3][CH:4]=2)[CH:8]=1.